Dataset: Reaction yield outcomes from USPTO patents with 853,638 reactions. Task: Predict the reaction yield, written as a fraction of the theoretical maximum amount of product (1.0 means a 100% yield; for example, 0.34 means a 34% yield). (1) The product is [Cl:1][C:2]1[CH:3]=[CH:4][C:5]([C:8]2[S:9][C:10]3[C:16](=[O:17])[O:18][CH2:14][CH2:13][C:11]=3[N:12]=2)=[CH:6][CH:7]=1. The yield is 0.790. The catalyst is C(Cl)Cl. The reactants are [Cl:1][C:2]1[CH:7]=[CH:6][C:5]([C:8]2[S:9][C:10]([C:16]([OH:18])=[O:17])=[C:11]([CH2:13][CH2:14]O)[N:12]=2)=[CH:4][CH:3]=1.C1(C)C=CC=CC=1. (2) The yield is 0.790. The product is [CH3:17][O:15][C:14]([CH:10]1[O:11][CH2:12][CH2:13][N:8]([C:6]([O:5][C:1]([CH3:4])([CH3:2])[CH3:3])=[O:7])[CH2:9]1)=[O:16]. The reactants are [C:1]([O:5][C:6]([N:8]1[CH2:13][CH2:12][O:11][CH:10]([C:14]([OH:16])=[O:15])[CH2:9]1)=[O:7])([CH3:4])([CH3:3])[CH3:2].[C:17](=O)([O-])[O-].[K+].[K+].IC. The catalyst is CN(C)C=O.O. (3) The reactants are [OH-].[Na+].Cl[CH2:4][CH:5]([OH:12])[CH2:6][N:7]([CH2:10][CH3:11])[CH2:8][CH3:9]. The catalyst is O. The product is [CH2:6]([N:7]([CH2:10][CH3:11])[CH2:8][CH3:9])[CH:5]1[O:12][CH2:4]1. The yield is 0.760. (4) The reactants are [O:1]=[S:2]1(=[O:24])[CH2:7][CH2:6][N:5]([C:8]2[C:13]([F:14])=[CH:12][C:11]([NH:15][CH2:16][C@@H:17]([OH:22])[C:18]([O:20][CH3:21])=[O:19])=[CH:10][C:9]=2[F:23])[CH2:4][CH2:3]1.C(N(CC)CC)C.[C:32](Cl)(Cl)=[O:33]. The catalyst is C(Cl)Cl.C1(C)C=CC=CC=1. The product is [O:24]=[S:2]1(=[O:1])[CH2:7][CH2:6][N:5]([C:8]2[C:9]([F:23])=[CH:10][C:11]([N:15]3[CH2:16][C@H:17]([C:18]([O:20][CH3:21])=[O:19])[O:22][C:32]3=[O:33])=[CH:12][C:13]=2[F:14])[CH2:4][CH2:3]1. The yield is 0.830. (5) The reactants are [Br:1][C:2]1[CH:3]=[C:4]([CH:7]=[CH:8][CH:9]=1)[CH2:5]Br.[NH:10]1[CH2:14][CH2:13][NH:12][C:11]1=[O:15].C(=O)([O-])[O-].[K+].[K+]. The catalyst is CC(O)C. The yield is 0.440. The product is [Br:1][C:2]1[CH:3]=[C:4]([CH:7]=[CH:8][CH:9]=1)[CH2:5][N:10]1[CH2:14][CH2:13][NH:12][C:11]1=[O:15]. (6) The reactants are C[O:2][C:3]([C@:5]([NH:15][C:16](=[O:33])[O:17][CH2:18][CH2:19][N:20]1[CH2:25][CH2:24][N:23]([C:26]([O:28][C:29]([CH3:32])([CH3:31])[CH3:30])=[O:27])[CH2:22][CH2:21]1)([CH3:14])[CH2:6][C:7]1[CH:12]=[CH:11][C:10]([OH:13])=[CH:9][CH:8]=1)=[O:4].O[Li].O.Cl. The catalyst is O1CCOCC1.O. The product is [C:3]([C@:5]([NH:15][C:16](=[O:33])[O:17][CH2:18][CH2:19][N:20]1[CH2:25][CH2:24][N:23]([C:26]([O:28][C:29]([CH3:32])([CH3:31])[CH3:30])=[O:27])[CH2:22][CH2:21]1)([CH3:14])[CH2:6][C:7]1[CH:12]=[CH:11][C:10]([OH:13])=[CH:9][CH:8]=1)([OH:4])=[O:2]. The yield is 0.730. (7) The reactants are Cl[C:2]1[N:7]=[C:6]([N:8]([CH:20]2[CH2:24][CH2:23][CH2:22][CH2:21]2)[CH2:9][C:10]([CH3:19])([CH3:18])[C:11]([O:13][C:14]([CH3:17])([CH3:16])[CH3:15])=[O:12])[C:5]([N+:25]([O-:27])=[O:26])=[CH:4][N:3]=1.N[C:29]1[CH:38]=[CH:37][C:32]([C:33]([O:35][CH3:36])=[O:34])=[CH:31][C:30]=1[O:39][CH3:40].[CH3:41]CN(C(C)C)C(C)C. The catalyst is CC(C)CC(O)C. The product is [C:14]([O:13][C:11](=[O:12])[C:10]([CH3:19])([CH3:18])[CH2:9][N:8]([CH:20]1[CH2:24][CH2:23][CH2:22][CH2:21]1)[C:6]1[C:5]([N+:25]([O-:27])=[O:26])=[CH:4][N:3]=[C:2]([NH:7][C:29]2[CH:38]=[CH:37][C:32]([C:33]([O:35][CH3:36])=[O:34])=[CH:31][C:30]=2[O:39][CH3:40])[CH:41]=1)([CH3:17])([CH3:16])[CH3:15]. The yield is 0.610. (8) The reactants are C([N-]C(C)C)(C)C.[Li+].[Br:9][C:10]1[CH:11]=[CH:12][C:13]2[CH:17]=[CH:16][S:15][C:14]=2[CH:18]=1.Cl[Si:20]([CH3:23])([CH3:22])[CH3:21]. The catalyst is O1CCCC1. The product is [Br:9][C:10]1[CH:11]=[CH:12][C:13]2[CH:17]=[C:16]([Si:20]([CH3:23])([CH3:22])[CH3:21])[S:15][C:14]=2[CH:18]=1. The yield is 0.550. (9) The reactants are [CH3:1][N:2]1[C:10](=[O:11])[C:9]2[N:8](COCC[Si](C)(C)C)[C:7]([O:20][C:21]3[CH:26]=[CH:25][CH:24]=[C:23]([C:27]([F:30])([F:29])[F:28])[CH:22]=3)=[N:6][C:5]=2[N:4]([CH3:31])[C:3]1=[O:32].Cl. The catalyst is C(O)C. The product is [CH3:1][N:2]1[C:10](=[O:11])[C:9]2[NH:8][C:7]([O:20][C:21]3[CH:26]=[CH:25][CH:24]=[C:23]([C:27]([F:30])([F:29])[F:28])[CH:22]=3)=[N:6][C:5]=2[N:4]([CH3:31])[C:3]1=[O:32]. The yield is 0.960.